From a dataset of Catalyst prediction with 721,799 reactions and 888 catalyst types from USPTO. Predict which catalyst facilitates the given reaction. (1) Reactant: [CH2:1]([C@@H:4]1[CH2:8][O:7][CH2:6][C@H:5]1[OH:9])[CH:2]=[CH2:3].C1C=C[NH+]=CC=1.[O-][Cr](Cl)(=O)=O. Product: [CH2:1]([CH:4]1[CH2:8][O:7][CH2:6][C:5]1=[O:9])[CH:2]=[CH2:3]. The catalyst class is: 4. (2) Product: [CH2:1]([O:3][C:4]([C:6]1[C:7]2[C:15]([CH3:16])=[N:14][N:13]([CH:17]3[CH2:22][CH2:21][CH2:20][CH2:19][O:18]3)[C:8]=2[N:9]=[C:10]([C:33]2[CH:34]=[CH:35][C:30]([O:29][CH:24]3[CH2:25][CH2:26][CH2:27][CH2:28][O:23]3)=[CH:31][CH:32]=2)[CH:11]=1)=[O:5])[CH3:2]. Reactant: [CH2:1]([O:3][C:4]([C:6]1[C:7]2[C:15]([CH3:16])=[N:14][N:13]([CH:17]3[CH2:22][CH2:21][CH2:20][CH2:19][O:18]3)[C:8]=2[N:9]=[C:10](Br)[CH:11]=1)=[O:5])[CH3:2].[O:23]1[CH2:28][CH2:27][CH2:26][CH2:25][CH:24]1[O:29][C:30]1[CH:35]=[CH:34][C:33](B(O)O)=[CH:32][CH:31]=1.C(=O)([O-])[O-].[K+].[K+].O. The catalyst class is: 149. (3) Reactant: [NH2:1][C:2]1[CH:7]=[C:6]([OH:8])[CH:5]=[CH:4][C:3]=1[CH2:9][CH2:10][Cl:11].[N+:12]([C:15]1[CH:16]=[C:17]2[C:21](=[CH:22][CH:23]=1)[NH:20][C:19]([C:24](O)=[O:25])=[CH:18]2)([O-:14])=[O:13].CCN=C=NCCCN(C)C. Product: [Cl:11][CH2:10][CH2:9][C:3]1[CH:4]=[CH:5][C:6]([OH:8])=[CH:7][C:2]=1[NH:1][C:24]([C:19]1[NH:20][C:21]2[C:17]([CH:18]=1)=[CH:16][C:15]([N+:12]([O-:14])=[O:13])=[CH:23][CH:22]=2)=[O:25]. The catalyst class is: 3. (4) Reactant: [CH:1]([OH:3])=O.C(OC(=O)C)(=O)C.[CH:11]([NH:24][OH:25])([C:18]1[CH:23]=[CH:22][CH:21]=[CH:20][CH:19]=1)[C:12]1[CH:17]=[CH:16][CH:15]=[CH:14][CH:13]=1.Cl. Product: [CH:11]([N:24]([OH:25])[CH:1]=[O:3])([C:18]1[CH:19]=[CH:20][CH:21]=[CH:22][CH:23]=1)[C:12]1[CH:17]=[CH:16][CH:15]=[CH:14][CH:13]=1. The catalyst class is: 74. (5) Reactant: [Cl:1][C:2]1[CH:3]=[C:4]2[C:8](=[CH:9][CH:10]=1)[CH2:7][CH:6]([CH2:11][NH:12][C@@H:13]1[CH2:18][CH2:17][C@H:16]([N:19]3[C:23]4[CH:24]=[CH:25][C:26]([CH3:28])=[CH:27][C:22]=4[N:21]=[C:20]3[C:29]([OH:32])([CH3:31])[CH3:30])[CH2:15][CH2:14]1)[CH2:5]2. Product: [Cl:1][C:2]1[CH:3]=[C:4]2[C:8](=[CH:9][CH:10]=1)[CH2:7][CH:6]([CH2:11][NH:12][C@H:13]1[CH2:18][CH2:17][C@H:16]([N:19]3[C:23]4[CH:24]=[CH:25][C:26]([CH3:28])=[CH:27][C:22]=4[N:21]=[C:20]3[C:29]([OH:32])([CH3:30])[CH3:31])[CH2:15][CH2:14]1)[CH2:5]2. The catalyst class is: 244.